Dataset: Peptide-MHC class II binding affinity with 134,281 pairs from IEDB. Task: Regression. Given a peptide amino acid sequence and an MHC pseudo amino acid sequence, predict their binding affinity value. This is MHC class II binding data. (1) The peptide sequence is KKPFALLLVLAGWLFHV. The MHC is DRB1_1301 with pseudo-sequence DRB1_1301. The binding affinity (normalized) is 0. (2) The peptide sequence is TLTPMMSSKFPELGM. The MHC is HLA-DPA10201-DPB10501 with pseudo-sequence HLA-DPA10201-DPB10501. The binding affinity (normalized) is 0.0206. (3) The peptide sequence is EKKYFAATQFSPLAA. The MHC is HLA-DPA10103-DPB10401 with pseudo-sequence HLA-DPA10103-DPB10401. The binding affinity (normalized) is 1.00.